This data is from NCI-60 drug combinations with 297,098 pairs across 59 cell lines. The task is: Regression. Given two drug SMILES strings and cell line genomic features, predict the synergy score measuring deviation from expected non-interaction effect. (1) Cell line: HOP-92. Synergy scores: CSS=21.5, Synergy_ZIP=-9.87, Synergy_Bliss=-5.37, Synergy_Loewe=-2.72, Synergy_HSA=-1.96. Drug 1: C1CN1P(=S)(N2CC2)N3CC3. Drug 2: C1=NC2=C(N=C(N=C2N1C3C(C(C(O3)CO)O)O)F)N. (2) Drug 1: CC1CCC2CC(C(=CC=CC=CC(CC(C(=O)C(C(C(=CC(C(=O)CC(OC(=O)C3CCCCN3C(=O)C(=O)C1(O2)O)C(C)CC4CCC(C(C4)OC)O)C)C)O)OC)C)C)C)OC. Drug 2: CC1=C(N=C(N=C1N)C(CC(=O)N)NCC(C(=O)N)N)C(=O)NC(C(C2=CN=CN2)OC3C(C(C(C(O3)CO)O)O)OC4C(C(C(C(O4)CO)O)OC(=O)N)O)C(=O)NC(C)C(C(C)C(=O)NC(C(C)O)C(=O)NCCC5=NC(=CS5)C6=NC(=CS6)C(=O)NCCC[S+](C)C)O. Cell line: HCC-2998. Synergy scores: CSS=29.8, Synergy_ZIP=-9.53, Synergy_Bliss=-5.25, Synergy_Loewe=1.23, Synergy_HSA=2.33. (3) Drug 1: COC1=NC(=NC2=C1N=CN2C3C(C(C(O3)CO)O)O)N. Drug 2: COC1=C2C(=CC3=C1OC=C3)C=CC(=O)O2. Cell line: HT29. Synergy scores: CSS=-1.42, Synergy_ZIP=1.18, Synergy_Bliss=2.28, Synergy_Loewe=-2.61, Synergy_HSA=-1.30. (4) Drug 1: C1=NNC2=C1C(=O)NC=N2. Drug 2: C1C(C(OC1N2C=NC3=C2NC=NCC3O)CO)O. Cell line: SNB-19. Synergy scores: CSS=-2.45, Synergy_ZIP=2.74, Synergy_Bliss=2.79, Synergy_Loewe=-2.86, Synergy_HSA=-2.30. (5) Drug 1: C1CCC(C1)C(CC#N)N2C=C(C=N2)C3=C4C=CNC4=NC=N3. Drug 2: COC1=NC(=NC2=C1N=CN2C3C(C(C(O3)CO)O)O)N. Cell line: MDA-MB-231. Synergy scores: CSS=7.39, Synergy_ZIP=2.53, Synergy_Bliss=8.40, Synergy_Loewe=1.04, Synergy_HSA=5.14.